From a dataset of Forward reaction prediction with 1.9M reactions from USPTO patents (1976-2016). Predict the product of the given reaction. (1) Given the reactants C(=O)([O-])[O-].[K+].[K+].[Br:7][C:8]1[CH:13]=[CH:12][CH:11]=[CH:10][C:9]=1B(O)O.Br[C:18]1[C:27]2[C:22](=[CH:23][CH:24]=[CH:25][CH:26]=2)[CH:21]=[CH:20][CH:19]=1.N#N.C1(P(C2C=CC=CC=2)C2C=CC=CC=2)C=CC=CC=1, predict the reaction product. The product is: [Br:7][C:8]1[CH:13]=[CH:12][CH:11]=[CH:10][C:9]=1[C:26]1[C:27]2[C:22](=[CH:21][CH:20]=[CH:19][CH:18]=2)[CH:23]=[CH:24][CH:25]=1. (2) Given the reactants [Cl:1][C:2]1[CH:7]=[CH:6][C:5]([C:8]2[C:13]([C@H:14]([OH:19])[C:15]([O:17][CH3:18])=[O:16])=[C:12]([CH3:20])[N:11]=[C:10]3[NH:21][C:22]([CH3:25])=[C:23]([CH3:24])[C:9]=23)=[CH:4][CH:3]=1.C(O[C:30]([CH3:33])([CH3:32])[CH3:31])(=O)C.Cl(O)(=O)(=O)=O.C([O-])([O-])=O.[Na+].[Na+], predict the reaction product. The product is: [C:30]([O:19][C@@H:14]([C:13]1[C:8]([C:5]2[CH:6]=[CH:7][C:2]([Cl:1])=[CH:3][CH:4]=2)=[C:9]2[C:23]([CH3:24])=[C:22]([CH3:25])[NH:21][C:10]2=[N:11][C:12]=1[CH3:20])[C:15]([O:17][CH3:18])=[O:16])([CH3:33])([CH3:32])[CH3:31]. (3) Given the reactants OC1C=CC=CN=1.[C:8]([O:12][C:13](=[O:40])[NH:14][C@H:15]([C@@H:33]1[CH2:37][C@@H:36]([CH3:38])[C:35](=[O:39])[O:34]1)[CH2:16][N:17]1[CH2:22][C:21](=[O:23])[N:20]([C:24]2[CH:29]=[CH:28][CH:27]=[CH:26][C:25]=2[CH3:30])[CH2:19][C:18]1([CH3:32])[CH3:31])([CH3:11])([CH3:10])[CH3:9].O.[CH3:42][C:43]([CH3:47])([CH3:46])[CH2:44][NH2:45], predict the reaction product. The product is: [C:8]([O:12][C:13](=[O:40])[NH:14][C@@H:15]([CH2:16][N:17]1[CH2:22][C:21](=[O:23])[N:20]([C:24]2[CH:29]=[CH:28][CH:27]=[CH:26][C:25]=2[CH3:30])[CH2:19][C:18]1([CH3:32])[CH3:31])[C@@H:33]([OH:34])[CH2:37][C@H:36]([C:35](=[O:39])[NH:45][CH2:44][C:43]([CH3:47])([CH3:46])[CH3:42])[CH3:38])([CH3:11])([CH3:9])[CH3:10].